The task is: Regression. Given two drug SMILES strings and cell line genomic features, predict the synergy score measuring deviation from expected non-interaction effect.. This data is from NCI-60 drug combinations with 297,098 pairs across 59 cell lines. (1) Synergy scores: CSS=34.5, Synergy_ZIP=-7.33, Synergy_Bliss=2.47, Synergy_Loewe=2.71, Synergy_HSA=2.56. Cell line: K-562. Drug 1: CC(CN1CC(=O)NC(=O)C1)N2CC(=O)NC(=O)C2. Drug 2: CC12CCC3C(C1CCC2O)C(CC4=C3C=CC(=C4)O)CCCCCCCCCS(=O)CCCC(C(F)(F)F)(F)F. (2) Drug 1: CNC(=O)C1=NC=CC(=C1)OC2=CC=C(C=C2)NC(=O)NC3=CC(=C(C=C3)Cl)C(F)(F)F. Drug 2: CC12CCC3C(C1CCC2OP(=O)(O)O)CCC4=C3C=CC(=C4)OC(=O)N(CCCl)CCCl.[Na+]. Cell line: RPMI-8226. Synergy scores: CSS=4.30, Synergy_ZIP=-0.421, Synergy_Bliss=1.84, Synergy_Loewe=3.44, Synergy_HSA=0.987. (3) Cell line: RPMI-8226. Synergy scores: CSS=3.84, Synergy_ZIP=7.63, Synergy_Bliss=7.17, Synergy_Loewe=2.24, Synergy_HSA=1.47. Drug 1: C1CCC(C1)C(CC#N)N2C=C(C=N2)C3=C4C=CNC4=NC=N3. Drug 2: COC1=C2C(=CC3=C1OC=C3)C=CC(=O)O2. (4) Drug 1: CC(CN1CC(=O)NC(=O)C1)N2CC(=O)NC(=O)C2. Drug 2: COC1=NC(=NC2=C1N=CN2C3C(C(C(O3)CO)O)O)N. Cell line: UO-31. Synergy scores: CSS=14.4, Synergy_ZIP=-3.64, Synergy_Bliss=1.82, Synergy_Loewe=1.08, Synergy_HSA=3.25.